Dataset: Full USPTO retrosynthesis dataset with 1.9M reactions from patents (1976-2016). Task: Predict the reactants needed to synthesize the given product. (1) Given the product [C:16]([C:19]1[CH:20]=[C:21]([S:25]([N:7]2[CH2:6][CH2:5][N:4]([C:8]3[CH:9]=[CH:10][C:11]([C:14]#[N:15])=[N:12][CH:13]=3)[CH2:3][C@H:2]2[CH3:1])(=[O:27])=[O:26])[CH:22]=[CH:23][CH:24]=1)(=[O:18])[CH3:17], predict the reactants needed to synthesize it. The reactants are: [CH3:1][C@H:2]1[NH:7][CH2:6][CH2:5][N:4]([C:8]2[CH:9]=[CH:10][C:11]([C:14]#[N:15])=[N:12][CH:13]=2)[CH2:3]1.[C:16]([C:19]1[CH:20]=[C:21]([S:25](Cl)(=[O:27])=[O:26])[CH:22]=[CH:23][CH:24]=1)(=[O:18])[CH3:17].C(N(C(C)C)CC)(C)C. (2) Given the product [Cl:8][C:6]1[N:5]=[CH:4][N:3]=[C:2]([NH:13][CH2:12][CH:9]2[CH2:11][CH2:10]2)[CH:7]=1, predict the reactants needed to synthesize it. The reactants are: Cl[C:2]1[CH:7]=[C:6]([Cl:8])[N:5]=[CH:4][N:3]=1.[CH:9]1([CH2:12][NH2:13])[CH2:11][CH2:10]1.C(N(C(C)C)CC)(C)C. (3) Given the product [N:17]1[CH:18]=[CH:19][CH:20]=[CH:21][C:16]=1[CH2:15][N:6]1[C:7]2[CH:8]=[CH:9][CH:10]=[CH:11][C:1]=2[C:2](=[O:3])[O:4][C:5]1=[O:12], predict the reactants needed to synthesize it. The reactants are: [C:1]12[C:7](=[CH:8][CH:9]=[CH:10][CH:11]=1)[NH:6][C:5](=[O:12])[O:4][C:2]2=[O:3].Cl.Cl[CH2:15][C:16]1[CH:21]=[CH:20][CH:19]=[CH:18][N:17]=1.[H-].[Na+].O. (4) Given the product [O:23]=[C:22]1[NH:17][C:12]2[C:11]3[C:10](=[CH:9][N:8]([CH2:7][C:6]([OH:5])=[O:27])[C:16]=3[CH:15]=[CH:14][CH:13]=2)[CH2:20][CH2:21]1, predict the reactants needed to synthesize it. The reactants are: C([O:5][C:6](=[O:27])[CH2:7][N:8]1[C:16]2[C:11](=[C:12]([N+:17]([O-])=O)[CH:13]=[CH:14][CH:15]=2)[C:10]([CH2:20][CH2:21][C:22](OCC)=[O:23])=[CH:9]1)(C)(C)C.